Dataset: Catalyst prediction with 721,799 reactions and 888 catalyst types from USPTO. Task: Predict which catalyst facilitates the given reaction. (1) Reactant: Cl[C:2]1[C:3](=[O:14])[C:4]2[C:9]([C:10](=[O:13])[C:11]=1Cl)=[CH:8][CH:7]=[CH:6][CH:5]=2.[CH:15]([O:18][C:19]1[C:28]2[C:23](=[CH:24][CH:25]=[CH:26][CH:27]=2)[C:22]([OH:29])=[CH:21][CH:20]=1)([CH3:17])[CH3:16]. Product: [CH:15]([O:18][C:19]1[C:28]2[CH:27]=[CH:26][CH:25]=[CH:24][C:23]=2[C:22]2[O:29][C:2]3[C:3](=[O:14])[C:4]4[CH:5]=[CH:6][CH:7]=[CH:8][C:9]=4[C:10](=[O:13])[C:11]=3[C:21]=2[CH:20]=1)([CH3:17])[CH3:16]. The catalyst class is: 17. (2) Reactant: [O:1]1[C:5]2[CH:6]=[C:7]([C:10]3([C:13]([NH:15][C:16]4[CH:21]=[CH:20][CH:19]=[C:18](Br)[N:17]=4)=[O:14])[CH2:12][CH2:11]3)[CH:8]=[CH:9][C:4]=2[O:3][CH2:2]1.[CH3:23][O:24][CH2:25][S:26][C:27]1[CH:32]=[CH:31][C:30](B(O)O)=[CH:29][CH:28]=1.C([O-])(O)=O.[Na+].CCOC(C)=O. Product: [O:1]1[C:5]2[CH:6]=[C:7]([C:10]3([C:13]([NH:15][C:16]4[CH:21]=[CH:20][CH:19]=[C:18]([C:30]5[CH:31]=[CH:32][C:27]([S:26][CH2:25][O:24][CH3:23])=[CH:28][CH:29]=5)[N:17]=4)=[O:14])[CH2:12][CH2:11]3)[CH:8]=[CH:9][C:4]=2[O:3][CH2:2]1. The catalyst class is: 77. (3) Reactant: [OH:1][C@@H:2]([CH2:18][N:19]1[CH2:24][CH2:23][O:22][CH2:21][CH2:20]1)[CH2:3][N:4]1[CH2:10][CH2:9][CH2:8][C:7]2[NH:11][C:12]([CH:15]=O)=[C:13]([CH3:14])[C:6]=2[C:5]1=[O:17].[F:25][C:26]1[CH:27]=[C:28]2[C:32](=[CH:33][CH:34]=1)[NH:31][C:30](=[O:35])[CH2:29]2.N1CCCCC1. Product: [F:25][C:26]1[CH:27]=[C:28]2[C:32](=[CH:33][CH:34]=1)[NH:31][C:30](=[O:35])/[C:29]/2=[CH:15]\[C:12]1[NH:11][C:7]2[CH2:8][CH2:9][CH2:10][N:4]([CH2:3][C@@H:2]([OH:1])[CH2:18][N:19]3[CH2:20][CH2:21][O:22][CH2:23][CH2:24]3)[C:5](=[O:17])[C:6]=2[C:13]=1[CH3:14]. The catalyst class is: 8. (4) Reactant: [CH2:1]([O:5][C:6]1[C:15]2[C:10](=[CH:11][CH:12]=[C:13]([N:16]3[CH:20]=[CH:19][N:18]=[N:17]3)[CH:14]=2)[C:9](=[O:21])[N:8]([CH2:22][CH:23]([CH3:25])[CH3:24])[C:7]=1[CH2:26][NH:27]C(=O)OC(C)(C)C)[CH2:2][CH2:3][CH3:4].[ClH:35]. Product: [ClH:35].[NH2:27][CH2:26][C:7]1[N:8]([CH2:22][CH:23]([CH3:24])[CH3:25])[C:9](=[O:21])[C:10]2[C:15]([C:6]=1[O:5][CH2:1][CH2:2][CH2:3][CH3:4])=[CH:14][C:13]([N:16]1[CH:20]=[CH:19][N:18]=[N:17]1)=[CH:12][CH:11]=2. The catalyst class is: 13. (5) Reactant: [C:1]([C:5]1[NH:9][C:8]([C:10]([N:12]2[CH2:18][CH2:17][C:16](=[O:19])[NH:15][CH2:14][CH2:13]2)=[O:11])=[C:7]([NH:20]C(=O)OCC2C=CC=CC=2)[CH:6]=1)([CH3:4])([CH3:3])[CH3:2]. Product: [NH2:20][C:7]1[CH:6]=[C:5]([C:1]([CH3:4])([CH3:3])[CH3:2])[NH:9][C:8]=1[C:10]([N:12]1[CH2:18][CH2:17][C:16](=[O:19])[NH:15][CH2:14][CH2:13]1)=[O:11]. The catalyst class is: 43. (6) Reactant: [NH2:1][C:2]1[C:7]2[N:8]([CH3:12])[C:9](=[O:11])[NH:10][C:6]=2[CH:5]=[CH:4][CH:3]=1.[CH3:13][C:14](=O)[CH2:15][CH2:16][C:17](=O)[CH3:18].C(=O)([O-])O.[Na+]. Product: [CH3:18][C:17]1[N:1]([C:2]2[C:7]3[N:8]([CH3:12])[C:9](=[O:11])[NH:10][C:6]=3[CH:5]=[CH:4][CH:3]=2)[C:14]([CH3:13])=[CH:15][CH:16]=1. The catalyst class is: 15.